This data is from Forward reaction prediction with 1.9M reactions from USPTO patents (1976-2016). The task is: Predict the product of the given reaction. The product is: [CH3:34][C:35]([C:39]1[CH:44]=[CH:43][C:42]([N+:45]([O-:47])=[O:46])=[CH:41][CH:40]=1)([CH3:38])[CH2:36][CH:2]=[O:3]. Given the reactants [Cl-].[CH3:2][O:3]C[P+](C1C=CC=CC=1)(C1C=CC=CC=1)C1C=CC=CC=1.C[Si]([N-][Si](C)(C)C)(C)C.[K+].[CH3:34][C:35]([C:39]1[CH:44]=[CH:43][C:42]([N+:45]([O-:47])=[O:46])=[CH:41][CH:40]=1)([CH3:38])[CH:36]=O, predict the reaction product.